Dataset: Peptide-MHC class II binding affinity with 134,281 pairs from IEDB. Task: Regression. Given a peptide amino acid sequence and an MHC pseudo amino acid sequence, predict their binding affinity value. This is MHC class II binding data. (1) The peptide sequence is LGLTQPFLGLCAFLA. The MHC is HLA-DQA10201-DQB10301 with pseudo-sequence HLA-DQA10201-DQB10301. The binding affinity (normalized) is 0.469. (2) The peptide sequence is SEPGKYTAYEGQRVVF. The MHC is DRB4_0101 with pseudo-sequence DRB4_0103. The binding affinity (normalized) is 0.325.